This data is from Reaction yield outcomes from USPTO patents with 853,638 reactions. The task is: Predict the reaction yield, written as a fraction of the theoretical maximum amount of product (1.0 means a 100% yield; for example, 0.34 means a 34% yield). (1) The reactants are Br[C:2]1[CH:3]=[C:4]([C:8]2[CH:28]=[C:11]3[N:12]=[C:13]([CH3:27])[C:14]([C@H:17]([O:22][C:23]([CH3:26])([CH3:25])[CH3:24])[C:18]([O:20]C)=[O:19])=[C:15](Cl)[N:10]3[N:9]=2)[CH:5]=[CH:6][CH:7]=1.Cl.[CH:30]12[NH:37][CH:34]([CH2:35][CH2:36]1)[CH2:33][CH2:32][CH2:31]2.CCN(C(C)C)C(C)C.N1C=CC=NC=1N.[C:54]1(B(O)O)[CH:59]=[CH:58][CH:57]=[CH:56][CH:55]=1.P([O-])([O-])([O-])=O.[K+].[K+].[K+].C(Cl)Cl.O[Li].O. The catalyst is CN(C=O)C.C1C=CC(P(C2C=CC=CC=2)[C-]2C=CC=C2)=CC=1.C1C=CC(P(C2C=CC=CC=2)[C-]2C=CC=C2)=CC=1.Cl[Pd]Cl.[Fe+2].O.CO. The product is [C:2]1([C:54]2[CH:59]=[CH:58][CH:57]=[CH:56][CH:55]=2)[CH:7]=[CH:6][CH:5]=[C:4]([C:8]2[CH:28]=[C:11]3[N:12]=[C:13]([CH3:27])[C:14]([C@H:17]([O:22][C:23]([CH3:24])([CH3:26])[CH3:25])[C:18]([OH:20])=[O:19])=[C:15]([N:37]4[C@@H:34]5[CH2:35][CH2:36][C@H:30]4[CH2:31][CH2:32][CH2:33]5)[N:10]3[N:9]=2)[CH:3]=1. The yield is 0.170. (2) The reactants are [CH3:1][C:2]([O:5][C:6]([N:8]1[CH2:13][CH2:12][CH:11]([CH2:14][C:15]2[CH:16]=[C:17]([CH:21]=[CH:22][CH:23]=2)[C:18](O)=[O:19])[CH2:10][CH2:9]1)=[O:7])([CH3:4])[CH3:3].C1C=CC2N(O)N=NC=2C=1.CCN=C=NCCCN(C)C.C(N(CC)CC)C.Cl.[Br:53][C:54]1[CH:55]=[C:56]([CH2:61][NH2:62])[CH:57]=[CH:58][C:59]=1[F:60]. The catalyst is C(Cl)(Cl)Cl. The product is [Br:53][C:54]1[CH:55]=[C:56]([CH2:61][NH:62][C:18]([C:17]2[CH:16]=[C:15]([CH2:14][CH:11]3[CH2:12][CH2:13][N:8]([C:6]([O:5][C:2]([CH3:1])([CH3:3])[CH3:4])=[O:7])[CH2:9][CH2:10]3)[CH:23]=[CH:22][CH:21]=2)=[O:19])[CH:57]=[CH:58][C:59]=1[F:60]. The yield is 0.800. (3) The reactants are [NH2:1][C@H:2]([C:5]1[CH:10]=[CH:9][CH:8]=[C:7]([C:11]([F:14])([F:13])[F:12])[CH:6]=1)[CH2:3]O.C([O-])([O-])=O.[K+].[K+].[S:21](Cl)([C:24]1[CH:30]=[CH:29][C:27]([CH3:28])=[CH:26][CH:25]=1)(=[O:23])=[O:22]. The catalyst is ClCCCl. The product is [S:21]([N@@:1]1[CH2:3][CH:2]1[C:5]1[CH:10]=[CH:9][CH:8]=[C:7]([C:11]([F:14])([F:13])[F:12])[CH:6]=1)([C:24]1[CH:30]=[CH:29][C:27]([CH3:28])=[CH:26][CH:25]=1)(=[O:23])=[O:22]. The yield is 0.940.